Predict the reaction yield, written as a fraction of the theoretical maximum amount of product (1.0 means a 100% yield; for example, 0.34 means a 34% yield). From a dataset of Reaction yield outcomes from USPTO patents with 853,638 reactions. (1) The reactants are Br[C:2]1[CH:22]=[CH:21][C:5]([C:6]([N:8]2[CH2:13][CH2:12][N:11]([C:14]([O:16][C:17]([CH3:20])([CH3:19])[CH3:18])=[O:15])[CH2:10][CH2:9]2)=[O:7])=[CH:4][CH:3]=1.[N+:23]([C:26]1[CH:27]=[C:28](B(O)O)[CH:29]=[CH:30][CH:31]=1)([O-:25])=[O:24].P([O-])([O-])([O-])=O.[K+].[K+].[K+]. The catalyst is C1C=CC([P]([Pd]([P](C2C=CC=CC=2)(C2C=CC=CC=2)C2C=CC=CC=2)([P](C2C=CC=CC=2)(C2C=CC=CC=2)C2C=CC=CC=2)[P](C2C=CC=CC=2)(C2C=CC=CC=2)C2C=CC=CC=2)(C2C=CC=CC=2)C2C=CC=CC=2)=CC=1.O1CCOCC1. The product is [N+:23]([C:26]1[CH:31]=[C:30]([C:21]2[C:5]([C:6]([N:8]3[CH2:13][CH2:12][N:11]([C:14]([O:16][C:17]([CH3:20])([CH3:19])[CH3:18])=[O:15])[CH2:10][CH2:9]3)=[O:7])=[CH:4][CH:3]=[CH:2][CH:22]=2)[CH:29]=[CH:28][CH:27]=1)([O-:25])=[O:24]. The yield is 0.920. (2) The product is [CH3:9][O:8][C:6](=[O:7])[CH2:5][C:2]1([NH:1][C:18](=[O:19])[CH2:20][C:21]([O:23][CH2:15][CH3:16])=[O:22])[CH2:4][CH2:3]1. The catalyst is ClCCl. The yield is 0.440. The reactants are [NH2:1][C:2]1([CH2:5][C:6]([O:8][CH3:9])=[O:7])[CH2:4][CH2:3]1.C(N([CH2:15][CH3:16])CC)C.Cl[C:18]([CH2:20][C:21]([OH:23])=[O:22])=[O:19]. (3) The reactants are [C:1]1([CH3:15])[CH:6]=[CH:5][C:4](S(N=S(C)(C)=O)(=O)=O)=[CH:3][CH:2]=1.[H-].[Na+].C=C1CC[C:22](=[O:25])[CH2:21]C1. The catalyst is CS(C)=O.[Na+].[Cl-]. The product is [CH2:15]=[C:1]1[CH2:6][CH2:5][C:4]2([O:25][CH2:22][CH2:21]2)[CH2:3][CH2:2]1. The yield is 0.278. (4) The reactants are Cl.[Cl:2][C:3]1[CH:4]=[CH:5][C:6]([O:14][CH3:15])=[C:7]([CH:13]=1)[C:8](=[NH:12])[O:9][CH2:10][CH3:11].O.OP([O-])(O)=O.[Na+].O.O.O.O.O.O.O.OP([O-])([O-])=O.[Na+].[Na+].[N:37]#[C:38]N. The catalyst is C(#N)C.O. The product is [Cl:2][C:3]1[CH:4]=[CH:5][C:6]([O:14][CH3:15])=[C:7]([CH:13]=1)[C:8](=[N:12][C:38]#[N:37])[O:9][CH2:10][CH3:11]. The yield is 0.900. (5) The reactants are [Br:1][C:2]1[CH:7]=[CH:6][C:5]([NH2:8])=[C:4]([C:9]2[CH2:14][CH2:13][CH2:12][CH2:11][CH:10]=2)[CH:3]=1.[K+].[C:16]([C:18]1[N:19]=[C:20]([C:31]([O-])=[O:32])[N:21]([CH2:23][O:24][CH2:25][CH2:26][Si:27]([CH3:30])([CH3:29])[CH3:28])[CH:22]=1)#[N:17].C1CN([P+](Br)(N2CCCC2)N2CCCC2)CC1.F[P-](F)(F)(F)(F)F.C(N(CC)C(C)C)(C)C. The catalyst is CN(C=O)C.CCOC(C)=O. The product is [Br:1][C:2]1[CH:7]=[CH:6][C:5]([NH:8][C:31]([C:20]2[N:21]([CH2:23][O:24][CH2:25][CH2:26][Si:27]([CH3:30])([CH3:29])[CH3:28])[CH:22]=[C:18]([C:16]#[N:17])[N:19]=2)=[O:32])=[C:4]([C:9]2[CH2:14][CH2:13][CH2:12][CH2:11][CH:10]=2)[CH:3]=1. The yield is 0.900. (6) The product is [Cl:31][C:32]1[CH:39]=[CH:38][CH:37]=[C:34]([C:35]#[N:36])[C:33]=1[N:40]1[C:44]2=[N:45][CH:46]=[N:47][C:48]([O:3][C@@H:4]([CH2:15][O:16][C@H:17]([CH3:30])[CH2:18][O:19][Si:20]([CH:27]([CH3:29])[CH3:28])([CH:21]([CH3:23])[CH3:22])[CH:24]([CH3:26])[CH3:25])[C:5]([NH:7][C:8]3[CH:13]=[N:12][C:11]([CH3:14])=[CH:10][N:9]=3)=[O:6])=[C:43]2[CH:42]=[N:41]1. The catalyst is C1COCC1. The yield is 0.675. The reactants are [H-].[Na+].[OH:3][C@@H:4]([CH2:15][O:16][C@H:17]([CH3:30])[CH2:18][O:19][Si:20]([CH:27]([CH3:29])[CH3:28])([CH:24]([CH3:26])[CH3:25])[CH:21]([CH3:23])[CH3:22])[C:5]([NH:7][C:8]1[CH:13]=[N:12][C:11]([CH3:14])=[CH:10][N:9]=1)=[O:6].[Cl:31][C:32]1[C:33]([N:40]2[C:44]3=[N:45][CH:46]=[N:47][C:48](Cl)=[C:43]3[CH:42]=[N:41]2)=[C:34]([CH:37]=[CH:38][CH:39]=1)[C:35]#[N:36].C(O)(=O)CC(CC(O)=O)(C(O)=O)O.